This data is from NCI-60 drug combinations with 297,098 pairs across 59 cell lines. The task is: Regression. Given two drug SMILES strings and cell line genomic features, predict the synergy score measuring deviation from expected non-interaction effect. (1) Cell line: OVCAR-5. Drug 1: C1=CC(=CC=C1CC(C(=O)O)N)N(CCCl)CCCl.Cl. Synergy scores: CSS=10.2, Synergy_ZIP=-1.51, Synergy_Bliss=2.89, Synergy_Loewe=-6.16, Synergy_HSA=-0.151. Drug 2: C1C(C(OC1N2C=NC3=C(N=C(N=C32)Cl)N)CO)O. (2) Drug 1: CC=C1C(=O)NC(C(=O)OC2CC(=O)NC(C(=O)NC(CSSCCC=C2)C(=O)N1)C(C)C)C(C)C. Drug 2: CC(C)(C#N)C1=CC(=CC(=C1)CN2C=NC=N2)C(C)(C)C#N. Cell line: A549. Synergy scores: CSS=23.1, Synergy_ZIP=-3.58, Synergy_Bliss=-2.29, Synergy_Loewe=-24.1, Synergy_HSA=-2.51. (3) Drug 1: C1C(C(OC1N2C=C(C(=O)NC2=O)F)CO)O. Cell line: OVCAR-5. Drug 2: CN1C2=C(C=C(C=C2)N(CCCl)CCCl)N=C1CCCC(=O)O.Cl. Synergy scores: CSS=16.8, Synergy_ZIP=-6.59, Synergy_Bliss=0.535, Synergy_Loewe=-25.7, Synergy_HSA=-0.371. (4) Drug 1: COC1=C(C=C2C(=C1)N=CN=C2NC3=CC(=C(C=C3)F)Cl)OCCCN4CCOCC4. Drug 2: CC1C(C(CC(O1)OC2CC(OC(C2O)C)OC3=CC4=CC5=C(C(=O)C(C(C5)C(C(=O)C(C(C)O)O)OC)OC6CC(C(C(O6)C)O)OC7CC(C(C(O7)C)O)OC8CC(C(C(O8)C)O)(C)O)C(=C4C(=C3C)O)O)O)O. Cell line: SK-MEL-28. Synergy scores: CSS=27.8, Synergy_ZIP=9.72, Synergy_Bliss=11.4, Synergy_Loewe=11.6, Synergy_HSA=11.0. (5) Drug 1: COC1=CC(=CC(=C1O)OC)C2C3C(COC3=O)C(C4=CC5=C(C=C24)OCO5)OC6C(C(C7C(O6)COC(O7)C8=CC=CS8)O)O. Drug 2: CC1=C(C(CCC1)(C)C)C=CC(=CC=CC(=CC(=O)O)C)C. Cell line: DU-145. Synergy scores: CSS=18.6, Synergy_ZIP=0.107, Synergy_Bliss=-1.21, Synergy_Loewe=-27.0, Synergy_HSA=-0.0329. (6) Drug 1: CS(=O)(=O)OCCCCOS(=O)(=O)C. Drug 2: CC1C(C(CC(O1)OC2CC(CC3=C2C(=C4C(=C3O)C(=O)C5=CC=CC=C5C4=O)O)(C(=O)C)O)N)O. Cell line: NCI-H460. Synergy scores: CSS=39.5, Synergy_ZIP=1.79, Synergy_Bliss=-0.0711, Synergy_Loewe=-25.0, Synergy_HSA=-0.356. (7) Drug 1: CC12CCC3C(C1CCC2=O)CC(=C)C4=CC(=O)C=CC34C. Drug 2: CC1=C(N=C(N=C1N)C(CC(=O)N)NCC(C(=O)N)N)C(=O)NC(C(C2=CN=CN2)OC3C(C(C(C(O3)CO)O)O)OC4C(C(C(C(O4)CO)O)OC(=O)N)O)C(=O)NC(C)C(C(C)C(=O)NC(C(C)O)C(=O)NCCC5=NC(=CS5)C6=NC(=CS6)C(=O)NCCC[S+](C)C)O. Cell line: MALME-3M. Synergy scores: CSS=22.0, Synergy_ZIP=1.05, Synergy_Bliss=0.346, Synergy_Loewe=-2.90, Synergy_HSA=-1.12. (8) Drug 1: C1=CC=C(C=C1)NC(=O)CCCCCCC(=O)NO. Drug 2: C#CCC(CC1=CN=C2C(=N1)C(=NC(=N2)N)N)C3=CC=C(C=C3)C(=O)NC(CCC(=O)O)C(=O)O. Cell line: IGROV1. Synergy scores: CSS=66.7, Synergy_ZIP=2.08, Synergy_Bliss=0.317, Synergy_Loewe=0.321, Synergy_HSA=0.391.